This data is from Reaction yield outcomes from USPTO patents with 853,638 reactions. The task is: Predict the reaction yield, written as a fraction of the theoretical maximum amount of product (1.0 means a 100% yield; for example, 0.34 means a 34% yield). (1) The reactants are [C:1]1([C:7](=[CH2:21])[C:8]([C:10]2[CH:20]=[CH:19][C:13]3[O:14][CH2:15][C:16](=[O:18])[NH:17][C:12]=3[CH:11]=2)=O)[CH:6]=[CH:5][CH:4]=[CH:3][CH:2]=1.Cl.[Cl:23][C:24]1[CH:25]=[C:26]([NH:31][NH2:32])[CH:27]=[CH:28][C:29]=1[Cl:30].C(N(CC)CC)C. The catalyst is CN(C=O)C.CCOC(C)=O. The product is [Cl:23][C:24]1[CH:25]=[C:26]([N:31]2[CH2:21][CH:7]([C:1]3[CH:6]=[CH:5][CH:4]=[CH:3][CH:2]=3)[C:8]([C:10]3[CH:20]=[CH:19][C:13]4[O:14][CH2:15][C:16](=[O:18])[NH:17][C:12]=4[CH:11]=3)=[N:32]2)[CH:27]=[CH:28][C:29]=1[Cl:30]. The yield is 0.0300. (2) The reactants are [F:1][C:2]([F:7])([F:6])[C:3]([OH:5])=[O:4].[CH2:8]([O:12][C:13]1([C:38]2[CH:43]=[CH:42][CH:41]=[CH:40][C:39]=2[CH3:44])[CH2:16][N:15]([C:17](=[O:37])[CH:18]([NH:29]C(=O)OC(C)(C)C)[CH2:19][C:20]2[CH:25]=[CH:24][C:23]([O:26][CH3:27])=[CH:22][C:21]=2[OH:28])[CH2:14]1)[CH2:9][CH2:10][CH3:11]. The catalyst is ClCCl. The product is [F:1][C:2]([F:7])([F:6])[C:3]([OH:5])=[O:4].[NH2:29][CH:18]([CH2:19][C:20]1[CH:25]=[CH:24][C:23]([O:26][CH3:27])=[CH:22][C:21]=1[OH:28])[C:17]([N:15]1[CH2:16][C:13]([O:12][CH2:8][CH2:9][CH2:10][CH3:11])([C:38]2[CH:43]=[CH:42][CH:41]=[CH:40][C:39]=2[CH3:44])[CH2:14]1)=[O:37]. The yield is 1.00. (3) The reactants are [CH3:1][O:2][C:3]([C:5]1([C:8]2[CH:13]=[CH:12][C:11]([O:14][CH3:15])=[C:10]([CH2:16]Cl)[CH:9]=2)[CH2:7][CH2:6]1)=[O:4].C([O-])([O-])=[O:19].[Na+].[Na+].Cl. The catalyst is O.[N+](CCCC)(CCCC)(CCCC)CCCC.[Br-]. The product is [CH3:1][O:2][C:3]([C:5]1([C:8]2[CH:13]=[CH:12][C:11]([O:14][CH3:15])=[C:10]([CH2:16][OH:19])[CH:9]=2)[CH2:7][CH2:6]1)=[O:4]. The yield is 0.390. (4) The reactants are [CH3:1][O:2][C:3]1[CH:4]=[C:5]([CH:9]=[C:10]([N+:12]([O-:14])=[O:13])[CH:11]=1)[C:6](Cl)=[O:7].[F:15][C:16]([F:28])([F:27])[O:17][C:18]1[CH:19]=[C:20](B(O)O)[CH:21]=[CH:22][CH:23]=1.O. The catalyst is C1(C)C=CC=CC=1.C1C=CC(P(C2C=CC=CC=2)[C-]2C=CC=C2)=CC=1.C1C=CC(P(C2C=CC=CC=2)[C-]2C=CC=C2)=CC=1.Cl[Pd]Cl.[Fe+2].C(Cl)Cl. The product is [CH3:1][O:2][C:3]1[CH:4]=[C:5]([C:6]([C:20]2[CH:21]=[CH:22][CH:23]=[C:18]([O:17][C:16]([F:15])([F:27])[F:28])[CH:19]=2)=[O:7])[CH:9]=[C:10]([N+:12]([O-:14])=[O:13])[CH:11]=1. The yield is 0.550.